Dataset: Forward reaction prediction with 1.9M reactions from USPTO patents (1976-2016). Task: Predict the product of the given reaction. (1) Given the reactants S(C1C=CC(N[C:12]2[N:13]=[C:14]([N:21]3[CH2:26][CH2:25][CH:24]([CH2:27][NH:28][C:29](=[O:35])[O:30][C:31]([CH3:34])([CH3:33])[CH3:32])[CH2:23][CH2:22]3)[C:15]3[O:20][CH:19]=[CH:18][C:16]=3[N:17]=2)=CC=1)(=O)(=O)N.[Cl:36]C1N=C(Cl)C2OC=CC=2N=1.N1CCC(CNC(=O)OC(C)(C)C)CC1, predict the reaction product. The product is: [Cl:36][C:12]1[N:13]=[C:14]([N:21]2[CH2:22][CH2:23][CH:24]([CH2:27][NH:28][C:29](=[O:35])[O:30][C:31]([CH3:34])([CH3:32])[CH3:33])[CH2:25][CH2:26]2)[C:15]2[O:20][CH:19]=[CH:18][C:16]=2[N:17]=1. (2) Given the reactants [C:1]([C:9]1[C:10]([NH:16]C(=O)C(C)(C)C)=[N:11][CH:12]=[CH:13][C:14]=1[Cl:15])(=[O:8])[C:2]1[CH:7]=[CH:6][CH:5]=[CH:4][CH:3]=1.Cl.[OH-].[Na+], predict the reaction product. The product is: [NH2:16][C:10]1[C:9]([C:1]([C:2]2[CH:7]=[CH:6][CH:5]=[CH:4][CH:3]=2)=[O:8])=[C:14]([Cl:15])[CH:13]=[CH:12][N:11]=1.